From a dataset of Full USPTO retrosynthesis dataset with 1.9M reactions from patents (1976-2016). Predict the reactants needed to synthesize the given product. (1) Given the product [C:19]([N:22]1[CH2:27][CH2:26][N:25]([CH2:1][C:3]2[CH:8]=[C:7]([O:9][CH3:10])[N:6]=[C:5]([NH:11][C:12](=[O:18])[O:13][C:14]([CH3:17])([CH3:16])[CH3:15])[CH:4]=2)[CH2:24][CH2:23]1)(=[O:21])[CH3:20], predict the reactants needed to synthesize it. The reactants are: [CH:1]([C:3]1[CH:8]=[C:7]([O:9][CH3:10])[N:6]=[C:5]([NH:11][C:12](=[O:18])[O:13][C:14]([CH3:17])([CH3:16])[CH3:15])[CH:4]=1)=O.[C:19]([N:22]1[CH2:27][CH2:26][NH:25][CH2:24][CH2:23]1)(=[O:21])[CH3:20].[BH-](OC(C)=O)(OC(C)=O)OC(C)=O.[Na+]. (2) Given the product [Cl:1][C:2]1[N:3]=[C:4]([N:14]2[CH2:19][CH2:18][O:17][CH2:16][CH2:15]2)[C:5]2[S:10][C:9]([CH:11]([O:13][S:28]([CH3:27])(=[O:30])=[O:29])[CH3:12])=[CH:8][C:6]=2[N:7]=1, predict the reactants needed to synthesize it. The reactants are: [Cl:1][C:2]1[N:3]=[C:4]([N:14]2[CH2:19][CH2:18][O:17][CH2:16][CH2:15]2)[C:5]2[S:10][C:9]([CH:11]([OH:13])[CH3:12])=[CH:8][C:6]=2[N:7]=1.C(N(CC)CC)C.[CH3:27][S:28](Cl)(=[O:30])=[O:29]. (3) Given the product [CH:15]1([C@:10]2([C:13]#[N:14])[CH2:11][CH2:12][N:8]([C:6]3[CH:5]=[CH:4][N:3]=[C:2]([NH:1][C:20]4[CH:21]=[CH:22][C:23]([C:26]5([C:29]([N:31]6[CH:36]7[CH2:37][CH2:38][CH:32]6[CH2:33][O:34][CH2:35]7)=[O:30])[CH2:28][CH2:27]5)=[CH:24][N:25]=4)[CH:7]=3)[C:9]2=[O:18])[CH2:17][CH2:16]1, predict the reactants needed to synthesize it. The reactants are: [NH2:1][C:2]1[CH:7]=[C:6]([N:8]2[CH2:12][CH2:11][C@:10]([CH:15]3[CH2:17][CH2:16]3)([C:13]#[N:14])[C:9]2=[O:18])[CH:5]=[CH:4][N:3]=1.Cl[C:20]1[N:25]=[CH:24][C:23]([C:26]2([C:29]([N:31]3[CH:36]4[CH2:37][CH2:38][CH:32]3[CH2:33][O:34][CH2:35]4)=[O:30])[CH2:28][CH2:27]2)=[CH:22][CH:21]=1.C(=O)([O-])[O-].[K+].[K+].C1(P(C2CCCCC2)C2C(OC)=CC=C(OC)C=2C2C(C(C)C)=CC(C(C)C)=CC=2C(C)C)CCCCC1.C(=O)([O-])O.[Na+]. (4) Given the product [CH2:37]([O:28][C:27]1[C:22]([C:21]([NH2:20])=[O:29])=[N:23][CH:24]=[CH:25][CH:26]=1)[CH2:38][CH3:39], predict the reactants needed to synthesize it. The reactants are: C1(COC2C=C(C3OC=C(C[NH:20][C:21](=[O:29])[C:22]4[C:27]([OH:28])=[CH:26][CH:25]=[CH:24][N:23]=4)N=3)C=CC=2OC)CC1.C(=O)([O-])[O-].[Cs+].[Cs+].Br[CH2:37][CH2:38][CH3:39].O. (5) Given the product [Br:29][C:6]1[CH:5]=[C:4]2[C:9](=[CH:8][CH:7]=1)[N:1]([CH:10]1[CH2:14][CH2:13][N:12]([C:15]([O:17][C:18]([CH3:21])([CH3:20])[CH3:19])=[O:16])[CH2:11]1)[CH2:2][CH2:3]2, predict the reactants needed to synthesize it. The reactants are: [N:1]1([CH:10]2[CH2:14][CH2:13][N:12]([C:15]([O:17][C:18]([CH3:21])([CH3:20])[CH3:19])=[O:16])[CH2:11]2)[C:9]2[C:4](=[CH:5][CH:6]=[CH:7][CH:8]=2)[CH2:3][CH2:2]1.C1C(=O)N([Br:29])C(=O)C1.